Dataset: PAMPA permeability data for FDA-approved drugs from NCATS. Task: Regression/Classification. Given a drug SMILES string, predict its absorption, distribution, metabolism, or excretion properties. Task type varies by dataset: regression for continuous measurements (e.g., permeability, clearance, half-life) or binary classification for categorical outcomes (e.g., BBB penetration, CYP inhibition). Dataset: approved_pampa_ncats. (1) The compound is COCC(=O)Nc1cc(Sc2ccccc2)ccc1N=C(NC(=O)OC)NC(=O)OC. The result is 0 (low-to-moderate permeability). (2) The drug is CC1=C(C(=O)C(=C(N1)C)Cl)Cl. The result is 1 (high permeability). (3) The molecule is C1COCCN1SC2=NC3=CC=CC=C3S2. The result is 1 (high permeability). (4) The compound is C[C@H]1CNCCCN1[S+](=O)([O-])c1cccc2cncc(F)c12. The result is 0 (low-to-moderate permeability). (5) The compound is C1=CC=C(C(=C1)C(C2=CC=C(C=C2)O)C3=CC=C(C=C3)O)C(=O)O. The result is 1 (high permeability). (6) The drug is CC(C(=O)C1=CC(=CC=C1)Cl)NC(C)(C)C. The result is 0 (low-to-moderate permeability).